Dataset: Full USPTO retrosynthesis dataset with 1.9M reactions from patents (1976-2016). Task: Predict the reactants needed to synthesize the given product. Given the product [CH3:13][O:12][C:9]([CH3:11])([CH3:10])[CH2:8][C@H:7]([NH:14][C:15](=[O:16])[O:17][C:18]([CH3:21])([CH3:20])[CH3:19])[CH2:6][NH:23][CH3:22], predict the reactants needed to synthesize it. The reactants are: CS(O[CH2:6][C@@H:7]([NH:14][C:15]([O:17][C:18]([CH3:21])([CH3:20])[CH3:19])=[O:16])[CH2:8][C:9]([O:12][CH3:13])([CH3:11])[CH3:10])(=O)=O.[CH3:22][NH2:23].